Predict the reactants needed to synthesize the given product. From a dataset of Full USPTO retrosynthesis dataset with 1.9M reactions from patents (1976-2016). (1) Given the product [C:13]([C:15]1[CH:42]=[CH:41][C:18]([CH2:19][N:20]2[C:28]3[C:23](=[CH:24][C:25](/[CH:29]=[C:4]4/[C:5](=[O:12])[N:6]([NH:7][S:8]([CH3:11])(=[O:10])=[O:9])[C:2](=[O:1])[S:3]/4)=[CH:26][CH:27]=3)[CH:22]=[N:21]2)=[C:17]([C:43]([F:46])([F:45])[F:44])[CH:16]=1)#[N:14], predict the reactants needed to synthesize it. The reactants are: [O:1]=[C:2]1[N:6]([NH:7][S:8]([CH3:11])(=[O:10])=[O:9])[C:5](=[O:12])[CH2:4][S:3]1.[C:13]([C:15]1[CH:42]=[CH:41][C:18]([CH2:19][N:20]2[C:28]3[C:23](=[CH:24][C:25](/[CH:29]=C4/C(=O)N(CC(O)=O)C(=O)S/4)=[CH:26][CH:27]=3)[CH:22]=[N:21]2)=[C:17]([C:43]([F:46])([F:45])[F:44])[CH:16]=1)#[N:14]. (2) Given the product [Br:35][C:9]1[C:10]2[N:11]([C:15](=[O:29])[N:16]([CH2:18][C:19]3[CH:20]=[N:21][C:22]([C:25]([F:27])([F:26])[F:28])=[CH:23][CH:24]=3)[N:17]=2)[C:12]([CH3:14])=[N:13][C:8]=1[C:5]1[CH:4]=[CH:3][C:2]([Cl:1])=[CH:7][CH:6]=1, predict the reactants needed to synthesize it. The reactants are: [Cl:1][C:2]1[CH:7]=[CH:6][C:5]([C:8]2[N:13]=[C:12]([CH3:14])[N:11]3[C:15](=[O:29])[N:16]([CH2:18][C:19]4[CH:20]=[N:21][C:22]([C:25]([F:28])([F:27])[F:26])=[CH:23][CH:24]=4)[N:17]=[C:10]3[CH:9]=2)=[CH:4][CH:3]=1.C(=O)([O-])[O-].[Ca+2].[Br-:35].[Br-].[Br-].C[N+](C)(C)CC1C=CC=CC=1.C[N+](C)(C)CC1C=CC=CC=1.C[N+](C)(C)CC1C=CC=CC=1. (3) Given the product [NH2:28][C:27]1[CH:29]=[CH:30][N:23]([C:19]2[CH:20]=[CH:21][C:16]([N:14]3[CH:15]=[C:11]([CH2:10][NH:9][C:7]([C:5]4[S:6][C:2]([Cl:1])=[CH:3][CH:4]=4)=[O:8])[N:12]=[N:13]3)=[CH:17][CH:18]=2)[C:24](=[O:25])[N:26]=1, predict the reactants needed to synthesize it. The reactants are: [Cl:1][C:2]1[S:6][C:5]([C:7]([NH:9][CH2:10][C:11]2[N:12]=[N:13][N:14]([C:16]3[CH:21]=[CH:20][C:19](I)=[CH:18][CH:17]=3)[CH:15]=2)=[O:8])=[CH:4][CH:3]=1.[NH:23]1[CH:30]=[CH:29][C:27]([NH2:28])=[N:26][C:24]1=[O:25].OC1C=CC=C2C=1N=CC=C2.C(=O)([O-])[O-].[K+].[K+]. (4) Given the product [ClH:29].[CH2:1]([NH:8][C:9]1[CH:13]([C:14]2[CH:19]=[CH:18][CH:17]=[CH:16][CH:15]=2)[N:12]([C:20]2[CH:25]=[CH:24][C:23]([O:26][CH3:27])=[CH:22][CH:21]=2)[C:11](=[O:28])[N:10]=1)[C:2]1[CH:7]=[CH:6][CH:5]=[CH:4][CH:3]=1, predict the reactants needed to synthesize it. The reactants are: [CH2:1]([NH:8][C:9]1[CH:13]([C:14]2[CH:19]=[CH:18][CH:17]=[CH:16][CH:15]=2)[N:12]([C:20]2[CH:25]=[CH:24][C:23]([O:26][CH3:27])=[CH:22][CH:21]=2)[C:11](=[O:28])[N:10]=1)[C:2]1[CH:7]=[CH:6][CH:5]=[CH:4][CH:3]=1.[ClH:29]. (5) Given the product [Br:1][C:2]1[CH:19]=[CH:18][C:17]([O:20][CH2:21][C:22]2[CH:27]=[CH:26][C:25]([F:28])=[CH:24][CH:23]=2)=[CH:16][C:3]=1[C:4]([C:6](=[CH:12][NH:29][C@@H:30]([CH:33]([CH3:35])[CH3:34])[CH2:31][OH:32])[C:7]([O:9][CH2:10][CH3:11])=[O:8])=[O:5], predict the reactants needed to synthesize it. The reactants are: [Br:1][C:2]1[CH:19]=[CH:18][C:17]([O:20][CH2:21][C:22]2[CH:27]=[CH:26][C:25]([F:28])=[CH:24][CH:23]=2)=[CH:16][C:3]=1[C:4]([C:6](=[CH:12]N(C)C)[C:7]([O:9][CH2:10][CH3:11])=[O:8])=[O:5].[NH2:29][C@@H:30]([CH:33]([CH3:35])[CH3:34])[CH2:31][OH:32].